The task is: Predict which catalyst facilitates the given reaction.. This data is from Catalyst prediction with 721,799 reactions and 888 catalyst types from USPTO. Reactant: [Br:1][C:2]1[CH:11]=[C:10]2[C:5]([CH:6]=[C:7]([C:12]([OH:14])=O)[CH:8]=[N:9]2)=[CH:4][CH:3]=1.Cl.[CH3:16][NH:17][O:18][CH3:19].CN(C(ON1N=NC2C=CC=NC1=2)=[N+](C)C)C.F[P-](F)(F)(F)(F)F.C(N(C(C)C)CC)(C)C. Product: [Br:1][C:2]1[CH:11]=[C:10]2[C:5]([CH:6]=[C:7]([C:12]([N:17]([O:18][CH3:19])[CH3:16])=[O:14])[CH:8]=[N:9]2)=[CH:4][CH:3]=1. The catalyst class is: 145.